This data is from Merck oncology drug combination screen with 23,052 pairs across 39 cell lines. The task is: Regression. Given two drug SMILES strings and cell line genomic features, predict the synergy score measuring deviation from expected non-interaction effect. (1) Drug 1: Cc1nc(Nc2ncc(C(=O)Nc3c(C)cccc3Cl)s2)cc(N2CCN(CCO)CC2)n1. Drug 2: Cn1c(=O)n(-c2ccc(C(C)(C)C#N)cc2)c2c3cc(-c4cnc5ccccc5c4)ccc3ncc21. Cell line: LOVO. Synergy scores: synergy=49.6. (2) Cell line: A427. Drug 2: NC1(c2ccc(-c3nc4ccn5c(=O)[nH]nc5c4cc3-c3ccccc3)cc2)CCC1. Drug 1: CC1CC2C3CCC4=CC(=O)C=CC4(C)C3(F)C(O)CC2(C)C1(O)C(=O)CO. Synergy scores: synergy=3.46. (3) Drug 1: CN(C)C(=N)N=C(N)N. Drug 2: CCN(CC)CCNC(=O)c1c(C)[nH]c(C=C2C(=O)Nc3ccc(F)cc32)c1C. Cell line: NCIH2122. Synergy scores: synergy=3.97. (4) Drug 1: Nc1ccn(C2OC(CO)C(O)C2(F)F)c(=O)n1. Drug 2: CC1(c2nc3c(C(N)=O)cccc3[nH]2)CCCN1. Cell line: SKMES1. Synergy scores: synergy=-16.4. (5) Drug 1: CC(=O)OC1C(=O)C2(C)C(O)CC3OCC3(OC(C)=O)C2C(OC(=O)c2ccccc2)C2(O)CC(OC(=O)C(O)C(NC(=O)c3ccccc3)c3ccccc3)C(C)=C1C2(C)C. Drug 2: Cn1c(=O)n(-c2ccc(C(C)(C)C#N)cc2)c2c3cc(-c4cnc5ccccc5c4)ccc3ncc21. Cell line: A2058. Synergy scores: synergy=-5.01. (6) Drug 1: N.N.O=C(O)C1(C(=O)O)CCC1.[Pt]. Drug 2: CC(C)CC(NC(=O)C(Cc1ccccc1)NC(=O)c1cnccn1)B(O)O. Cell line: A427. Synergy scores: synergy=-7.20. (7) Drug 1: N.N.O=C(O)C1(C(=O)O)CCC1.[Pt]. Drug 2: CS(=O)(=O)CCNCc1ccc(-c2ccc3ncnc(Nc4ccc(OCc5cccc(F)c5)c(Cl)c4)c3c2)o1. Cell line: MDAMB436. Synergy scores: synergy=5.80.